From a dataset of Reaction yield outcomes from USPTO patents with 853,638 reactions. Predict the reaction yield, written as a fraction of the theoretical maximum amount of product (1.0 means a 100% yield; for example, 0.34 means a 34% yield). (1) The reactants are [CH3:1][N:2]1[CH2:7][CH2:6][N:5]([C:8]2[CH:13]=[CH:12][CH:11]=[C:10]([N+:14]([O-])=O)[CH:9]=2)[CH2:4][CH2:3]1.C[OH:18]. The catalyst is O.[Pd]. The product is [NH2:14][C:10]1[CH:9]=[C:8]([N:5]2[CH2:6][CH2:7][N:2]([CH3:1])[CH2:3][C:4]2=[O:18])[CH:13]=[CH:12][CH:11]=1. The yield is 0.950. (2) The reactants are [CH2:1]([N:8]([C:16]1[C:21]([CH3:22])=[CH:20][C:19]([O:23]C)=[C:18]([CH2:25][C:26]2[CH:31]=[CH:30][C:29]([CH:32]([CH3:34])[CH3:33])=[CH:28][CH:27]=2)[C:17]=1[CH3:35])[C:9](=[O:15])[CH2:10][C:11]([CH3:14])([CH3:13])[CH3:12])[C:2]1[CH:7]=[CH:6][CH:5]=[CH:4][CH:3]=1. The catalyst is C(OCC)(=O)C.CCCCCC. The product is [CH2:1]([N:8]([C:16]1[C:21]([CH3:22])=[CH:20][C:19]([OH:23])=[C:18]([CH2:25][C:26]2[CH:31]=[CH:30][C:29]([CH:32]([CH3:33])[CH3:34])=[CH:28][CH:27]=2)[C:17]=1[CH3:35])[C:9](=[O:15])[CH2:10][C:11]([CH3:12])([CH3:13])[CH3:14])[C:2]1[CH:3]=[CH:4][CH:5]=[CH:6][CH:7]=1. The yield is 0.830. (3) The reactants are Cl[C:2]1[CH:7]=[CH:6][C:5]([Cl:8])=[CH:4][N:3]=1.[C:9]([N:12]1[C:21]2[C:16](=[CH:17][C:18]([C:22]3[CH:27]=[CH:26][C:25]([CH2:28][N:29]4[CH2:34][CH2:33][CH2:32][CH2:31][CH2:30]4)=[CH:24][CH:23]=3)=[CH:19][CH:20]=2)[C@H:15]([NH2:35])[CH2:14][C@@H:13]1[CH3:36])(=[O:11])[CH3:10].C1C=CC(P(C2C(C3C(P(C4C=CC=CC=4)C4C=CC=CC=4)=CC=C4C=3C=CC=C4)=C3C(C=CC=C3)=CC=2)C2C=CC=CC=2)=CC=1.CC(C)([O-:86])C.[Na+]. The catalyst is C1C=CC(/C=C/C(/C=C/C2C=CC=CC=2)=O)=CC=1.C1C=CC(/C=C/C(/C=C/C2C=CC=CC=2)=O)=CC=1.C1C=CC(/C=C/C(/C=C/C2C=CC=CC=2)=O)=CC=1.[Pd].[Pd].C1(C)C=CC=CC=1. The product is [CH:9]([OH:11])=[O:86].[C:9]([N:12]1[C:21]2[C:16](=[CH:17][C:18]([C:22]3[CH:27]=[CH:26][C:25]([CH2:28][N:29]4[CH2:34][CH2:33][CH2:32][CH2:31][CH2:30]4)=[CH:24][CH:23]=3)=[CH:19][CH:20]=2)[C@H:15]([NH:35][C:2]2[CH:7]=[CH:6][C:5]([Cl:8])=[CH:4][N:3]=2)[CH2:14][C@@H:13]1[CH3:36])(=[O:11])[CH3:10]. The yield is 0.150. (4) The reactants are C(O)(C(F)(F)F)=O.C(OC([NH:15][C@H:16]([C:37]([O:39][CH3:40])=[O:38])[CH2:17][C:18]1[CH:23]=[CH:22][C:21]([CH2:24][CH2:25][CH2:26][C:27]2[CH:36]=[CH:35][C:34]3[CH2:33][CH2:32][CH2:31][NH:30][C:29]=3[N:28]=2)=[CH:20][N:19]=1)=O)(C)(C)C. No catalyst specified. The product is [N:28]1[C:29]2[NH:30][CH2:31][CH2:32][CH2:33][C:34]=2[CH:35]=[CH:36][C:27]=1[CH2:26][CH2:25][CH2:24][C:21]1[CH:22]=[CH:23][C:18]([CH2:17][C@@H:16]([C:37]([O:39][CH3:40])=[O:38])[NH2:15])=[N:19][CH:20]=1. The yield is 0.950.